Task: Predict which catalyst facilitates the given reaction.. Dataset: Catalyst prediction with 721,799 reactions and 888 catalyst types from USPTO (1) Reactant: [NH2:1][CH2:2][CH:3]1[C:12]2[C:7](=[CH:8][C:9]([OH:13])=[CH:10][CH:11]=2)[NH:6][C:5](=[O:14])[CH2:4]1.[CH3:15][C:16]([O:19][C:20](O[C:20]([O:19][C:16]([CH3:18])([CH3:17])[CH3:15])=[O:21])=[O:21])([CH3:18])[CH3:17].C(N(CC)CC)C. Product: [C:16]([O:19][C:20](=[O:21])[NH:1][CH2:2][CH:3]1[C:12]2[C:7](=[CH:8][C:9]([OH:13])=[CH:10][CH:11]=2)[NH:6][C:5](=[O:14])[CH2:4]1)([CH3:18])([CH3:17])[CH3:15]. The catalyst class is: 5. (2) Reactant: [BH4-].[Na+].[N+:3]([C:6]1[CH:7]=[N:8][C:9]2[CH2:10][CH2:11][C:12](=[O:16])[CH2:13][C:14]=2[CH:15]=1)([O-:5])=[O:4]. Product: [OH:16][CH:12]1[CH2:11][CH2:10][C:9]2[N:8]=[CH:7][C:6]([N+:3]([O-:5])=[O:4])=[CH:15][C:14]=2[CH2:13]1. The catalyst class is: 5. (3) Reactant: C[O:2][C:3](=[O:34])[CH2:4][C:5]1[CH:10]=[CH:9][C:8]([CH3:11])=[C:7]([S:12]([N:15]2[CH2:20][CH2:19][C:18]3[N:21]=[C:22]([C:24]4[CH:29]=[CH:28][C:27]([C:30]([F:33])([F:32])[F:31])=[CH:26][CH:25]=4)[S:23][C:17]=3[CH2:16]2)(=[O:14])=[O:13])[CH:6]=1.[Li+].[OH-].Cl. Product: [CH3:11][C:8]1[CH:9]=[CH:10][C:5]([CH2:4][C:3]([OH:34])=[O:2])=[CH:6][C:7]=1[S:12]([N:15]1[CH2:20][CH2:19][C:18]2[N:21]=[C:22]([C:24]3[CH:25]=[CH:26][C:27]([C:30]([F:33])([F:31])[F:32])=[CH:28][CH:29]=3)[S:23][C:17]=2[CH2:16]1)(=[O:14])=[O:13]. The catalyst class is: 20. (4) Reactant: C([O:8][C:9]1[N:10]=[N:11][C:12]([C:23]#[C:24][CH:25]2[CH2:30][CH2:29][CH2:28][CH2:27][CH2:26]2)=[CH:13][C:14]=1[O:15]CC1C=CC=CC=1)C1C=CC=CC=1. Product: [CH:25]1([CH2:24][CH2:23][C:12]2[CH:13]=[C:14]([OH:15])[C:9](=[O:8])[NH:10][N:11]=2)[CH2:30][CH2:29][CH2:28][CH2:27][CH2:26]1. The catalyst class is: 111. (5) Reactant: [CH3:1][O:2][CH:3]1[CH:8]([NH:9][C@@H:10]2[CH2:27][C@H:13]3[CH2:14][N:15](C(OCC4C=CC=CC=4)=O)[CH2:16][C@@:12]3([C:28]([N:30]3[CH2:39][CH2:38][C:37]4[N:36]=[CH:35][C:34]([C:40]([F:43])([F:42])[F:41])=[CH:33][C:32]=4[CH2:31]3)=[O:29])[CH2:11]2)[CH2:7][CH2:6][O:5][CH2:4]1. Product: [CH3:1][O:2][C@H:3]1[C@@H:8]([NH:9][C@@H:10]2[CH2:27][C@H:13]3[CH2:14][NH:15][CH2:16][C@@:12]3([C:28]([N:30]3[CH2:39][CH2:38][C:37]4[N:36]=[CH:35][C:34]([C:40]([F:43])([F:41])[F:42])=[CH:33][C:32]=4[CH2:31]3)=[O:29])[CH2:11]2)[CH2:7][CH2:6][O:5][CH2:4]1. The catalyst class is: 19. (6) Reactant: [Br:1][C:2]1[CH:3]=[C:4]([C:8]2[CH:13]=[CH:12][C:11]([C:14]([NH2:17])([CH3:16])[CH3:15])=[CH:10][CH:9]=2)[CH:5]=[N:6][CH:7]=1.Cl[CH2:19][CH2:20][O:21][CH2:22][CH2:23]Cl. Product: [Br:1][C:2]1[CH:3]=[C:4]([C:8]2[CH:13]=[CH:12][C:11]([C:14]([N:17]3[CH2:23][CH2:22][O:21][CH2:20][CH2:19]3)([CH3:15])[CH3:16])=[CH:10][CH:9]=2)[CH:5]=[N:6][CH:7]=1. The catalyst class is: 3.